This data is from Forward reaction prediction with 1.9M reactions from USPTO patents (1976-2016). The task is: Predict the product of the given reaction. (1) Given the reactants [CH2:1]([O:4][C:5]([N:7]1[CH2:11][CH2:10][CH2:9][C@H:8]1[C:12]([N:14]1[CH2:18][CH2:17][CH2:16][C@@:15]1([CH2:22][C:23]1[CH:28]=[C:27]([Br:29])[CH:26]=[C:25]([Br:30])[CH:24]=1)[C:19](O)=[O:20])=[O:13])=[O:6])[CH:2]=[CH2:3].C1C=CC2N(O)N=NC=2C=1.CCN=C=NCCCN(C)C.Cl.CCN(C(C)C)C(C)C.[NH2:62][C@@H:63]([C@H:67]([OH:69])[CH3:68])[C:64]([NH2:66])=[O:65], predict the reaction product. The product is: [NH2:66][C:64](=[O:65])[C@@H:63]([NH:62][C:19]([C@:15]1([CH2:22][C:23]2[CH:28]=[C:27]([Br:29])[CH:26]=[C:25]([Br:30])[CH:24]=2)[CH2:16][CH2:17][CH2:18][N:14]1[C:12]([C@@H:8]1[CH2:9][CH2:10][CH2:11][N:7]1[C:5]([O:4][CH2:1][CH:2]=[CH2:3])=[O:6])=[O:13])=[O:20])[C@H:67]([OH:69])[CH3:68]. (2) Given the reactants C[Si](C)(C)CC[O:5][C:6]([C:8]1[C:17]2[C:12](=[CH:13][CH:14]=[CH:15][CH:16]=2)[CH:11]=[CH:10][C:9]=1[NH:18][C:19]([O:21][CH2:22][C:23]1[O:24][C:25]2[CH:31]=[CH:30][C:29]([C:32]3[CH:37]=[CH:36][CH:35]=[CH:34][CH:33]=3)=[CH:28][C:26]=2[CH:27]=1)=[O:20])=[O:7].[F-].C([N+](CCCC)(CCCC)CCCC)CCC.O, predict the reaction product. The product is: [C:32]1([C:29]2[CH:30]=[CH:31][C:25]3[O:24][C:23]([CH2:22][O:21][C:19]([NH:18][C:9]4[CH:10]=[CH:11][C:12]5[C:17](=[CH:16][CH:15]=[CH:14][CH:13]=5)[C:8]=4[C:6]([OH:7])=[O:5])=[O:20])=[CH:27][C:26]=3[CH:28]=2)[CH:37]=[CH:36][CH:35]=[CH:34][CH:33]=1. (3) Given the reactants [C:1]1([S:7]([N:10]2[C:14]3=[N:15][CH:16]=[C:17]([C:19]4[CH:24]=[CH:23][C:22]([N:25]([CH3:27])[CH3:26])=[CH:21][CH:20]=4)[CH:18]=[C:13]3[C:12](I)=[CH:11]2)(=[O:9])=[O:8])[CH:6]=[CH:5][CH:4]=[CH:3][CH:2]=1.[O:29]1[CH:33]=[CH:32][C:31](B(O)O)=[CH:30]1.C([O-])([O-])=O.[Na+].[Na+].[Li+].[Cl-], predict the reaction product. The product is: [C:1]1([S:7]([N:10]2[C:14]3=[N:15][CH:16]=[C:17]([C:19]4[CH:24]=[CH:23][C:22]([N:25]([CH3:27])[CH3:26])=[CH:21][CH:20]=4)[CH:18]=[C:13]3[C:12]([C:31]3[CH:32]=[CH:33][O:29][CH:30]=3)=[CH:11]2)(=[O:9])=[O:8])[CH:6]=[CH:5][CH:4]=[CH:3][CH:2]=1. (4) Given the reactants [NH2:1][C:2]1[C:3]([O:8][CH3:9])=[N:4][CH:5]=[CH:6][CH:7]=1.[CH2:10]([O:12][C:13]1[C:14](=O)[C:15](=[O:20])[C:16]=1[O:17]CC)[CH3:11], predict the reaction product. The product is: [CH2:10]([O:12][C:13]1[C:16](=[O:17])[C:15](=[O:20])[C:14]=1[NH:1][C:2]1[C:3]([O:8][CH3:9])=[N:4][CH:5]=[CH:6][CH:7]=1)[CH3:11]. (5) Given the reactants [C:1]([O:5][C:6]([N:8]1[CH2:13][CH2:12][NH:11][C:10](=[O:14])[CH2:9]1)=[O:7])([CH3:4])([CH3:3])[CH3:2].[H-].[Na+].[CH3:17]I, predict the reaction product. The product is: [C:1]([O:5][C:6]([N:8]1[CH2:13][CH2:12][N:11]([CH3:17])[C:10](=[O:14])[CH2:9]1)=[O:7])([CH3:4])([CH3:2])[CH3:3]. (6) The product is: [Br:12][C:13]1[CH:18]=[CH:17][C:16]([O:19][C:2]2[CH:9]=[CH:8][C:7]([CH:10]=[O:11])=[CH:6][C:3]=2[C:4]#[N:5])=[CH:15][C:14]=1[F:20]. Given the reactants F[C:2]1[CH:9]=[CH:8][C:7]([CH:10]=[O:11])=[CH:6][C:3]=1[C:4]#[N:5].[Br:12][C:13]1[CH:18]=[CH:17][C:16]([OH:19])=[CH:15][C:14]=1[F:20], predict the reaction product. (7) Given the reactants [CH3:1][CH:2]1[CH2:7][CH2:6][C:5](=[O:8])[CH2:4][CH2:3]1.[F:9][C:10]1[CH:29]=[CH:28][C:13]([CH2:14][N:15]2[C:24]3[CH2:23][CH2:22][CH:21]([CH3:25])[CH2:20][C:19]=3[C:18](=[O:26])[NH:17][C:16]2=[O:27])=[CH:12][C:11]=1[C:30]([N:32]1[CH2:37][CH2:36][N:35]([C:38]2[N:43]=[CH:42][CH:41]=[CH:40][N:39]=2)[CH2:34][CH2:33]1)=[O:31], predict the reaction product. The product is: [C:5]1(=[O:8])[CH2:6][CH2:7][CH2:2][CH2:1][CH2:3][CH2:4]1.[F:9][C:10]1[CH:29]=[CH:28][C:13]([CH2:14][N:15]2[C:24]3[CH2:23][CH2:22][CH2:25][CH2:21][CH2:20][C:19]=3[C:18](=[O:26])[NH:17][C:16]2=[O:27])=[CH:12][C:11]=1[C:30]([N:32]1[CH2:37][CH2:36][N:35]([C:38]2[N:39]=[CH:40][CH:41]=[CH:42][N:43]=2)[CH2:34][CH2:33]1)=[O:31]. (8) Given the reactants [CH3:1][O:2][CH2:3][CH2:4][CH2:5][O:6][C:7]1[CH:8]=[C:9]([CH2:21][CH2:22][C:23]([O:25][CH2:26][CH3:27])=[O:24])[CH:10]=[CH:11][C:12]=1OS(C(F)(F)F)(=O)=O.[CH3:28][N:29]([C:38]1[CH:43]=[CH:42][CH:41]=[C:40](B2OC(C)(C)C(C)(C)O2)[CH:39]=1)[C:30]([N:32]1[CH2:37][CH2:36][O:35][CH2:34][CH2:33]1)=[O:31].[F-].[Cs+], predict the reaction product. The product is: [CH3:1][O:2][CH2:3][CH2:4][CH2:5][O:6][C:7]1[CH:8]=[C:9]([CH2:21][CH2:22][C:23]([O:25][CH2:26][CH3:27])=[O:24])[CH:10]=[CH:11][C:12]=1[C:42]1[CH:41]=[CH:40][CH:39]=[C:38]([N:29]([CH3:28])[C:30]([N:32]2[CH2:37][CH2:36][O:35][CH2:34][CH2:33]2)=[O:31])[CH:43]=1. (9) Given the reactants [Cl:1][C:2]1[N:7]=[C:6]([NH:8][C@@H:9]2[CH2:14][CH2:13][CH2:12][N:11]([C:15]([O:17]C(C)(C)C)=O)[CH2:10]2)[C:5]([C:22]([F:25])([F:24])[F:23])=[CH:4][N:3]=1.[C:26](Cl)(=O)[CH:27]=C.C(N(CC)CC)C, predict the reaction product. The product is: [Cl:1][C:2]1[N:7]=[C:6]([NH:8][C@@H:9]2[CH2:14][CH2:13][CH2:12][N:11]([C:15](=[O:17])[CH:26]=[CH2:27])[CH2:10]2)[C:5]([C:22]([F:23])([F:24])[F:25])=[CH:4][N:3]=1.